Dataset: Peptide-MHC class II binding affinity with 134,281 pairs from IEDB. Task: Regression. Given a peptide amino acid sequence and an MHC pseudo amino acid sequence, predict their binding affinity value. This is MHC class II binding data. (1) The peptide sequence is CKYGSLKPNCGNKVV. The MHC is DRB1_1302 with pseudo-sequence DRB1_1302. The binding affinity (normalized) is 0.837. (2) The peptide sequence is DTFRKLFGVYSNFLR. The MHC is DRB1_0101 with pseudo-sequence DRB1_0101. The binding affinity (normalized) is 0.844. (3) The peptide sequence is IGKMFEATARGARRM. The MHC is DRB1_1101 with pseudo-sequence DRB1_1101. The binding affinity (normalized) is 0.662. (4) The MHC is HLA-DQA10101-DQB10501 with pseudo-sequence HLA-DQA10101-DQB10501. The binding affinity (normalized) is 0.469. The peptide sequence is EKKYFAATEFEPLAA. (5) The peptide sequence is VFTSVGKAVHQVFGGAFR. The MHC is DRB1_0404 with pseudo-sequence DRB1_0404. The binding affinity (normalized) is 0. (6) The peptide sequence is KKLALSLASVAMCRTPF. The MHC is DRB1_1101 with pseudo-sequence DRB1_1101. The binding affinity (normalized) is 0.714. (7) The peptide sequence is LEAWLTEHGCNRLKR. The MHC is DRB5_0101 with pseudo-sequence DRB5_0101. The binding affinity (normalized) is 0.936. (8) The peptide sequence is MAVHQYTVALFLAVA. The MHC is HLA-DQA10102-DQB10602 with pseudo-sequence HLA-DQA10102-DQB10602. The binding affinity (normalized) is 0.260. (9) The peptide sequence is DGVWEIKSDKPLKGP. The MHC is HLA-DQA10501-DQB10301 with pseudo-sequence HLA-DQA10501-DQB10301. The binding affinity (normalized) is 0.395. (10) The peptide sequence is EGGNIYTKKEAFNVE. The MHC is DRB1_1302 with pseudo-sequence DRB1_1302. The binding affinity (normalized) is 0.385.